Dataset: Catalyst prediction with 721,799 reactions and 888 catalyst types from USPTO. Task: Predict which catalyst facilitates the given reaction. (1) Reactant: [NH2:1][C:2]1[CH:3]=[C:4]([CH2:11][N:12]2[C@H:17]([CH3:18])[CH2:16][N:15]([C:19]([O:21][C:22]([CH3:25])([CH3:24])[CH3:23])=[O:20])[C@@H:14]([CH3:26])[CH2:13]2)[C:5]2[O:9][CH:8]=[CH:7][C:6]=2[CH:10]=1.[CH3:27][O:28][C:29]1[CH:34]=[CH:33][C:32]([CH3:35])=[CH:31][C:30]=1[S:36](Cl)(=[O:38])=[O:37].N1C=CC=CC=1. Product: [CH3:27][O:28][C:29]1[CH:34]=[CH:33][C:32]([CH3:35])=[CH:31][C:30]=1[S:36]([NH:1][C:2]1[CH:3]=[C:4]([CH2:11][N:12]2[C@H:17]([CH3:18])[CH2:16][N:15]([C:19]([O:21][C:22]([CH3:24])([CH3:23])[CH3:25])=[O:20])[C@@H:14]([CH3:26])[CH2:13]2)[C:5]2[O:9][CH:8]=[CH:7][C:6]=2[CH:10]=1)(=[O:37])=[O:38]. The catalyst class is: 2. (2) Reactant: [CH3:1][NH:2][C:3]1[C:12]([N+:13]([O-])=O)=[CH:11][CH:10]=[CH:9][C:4]=1[C:5]([O:7][CH3:8])=[O:6]. Product: [NH2:13][C:12]1[C:3]([NH:2][CH3:1])=[C:4]([CH:9]=[CH:10][CH:11]=1)[C:5]([O:7][CH3:8])=[O:6]. The catalyst class is: 312. (3) Product: [CH3:1][S:2]([N:5]1[C:13]2[C:8](=[CH:9][CH:10]=[C:11]([NH2:14])[CH:12]=2)[CH2:7][CH2:6]1)(=[O:4])=[O:3]. The catalyst class is: 5. Reactant: [CH3:1][S:2]([N:5]1[C:13]2[C:8](=[CH:9][CH:10]=[C:11]([N+:14]([O-])=O)[CH:12]=2)[CH2:7][CH2:6]1)(=[O:4])=[O:3].N(N)(C)C.C. (4) Reactant: [Cl:1][C:2]1[CH:3]=[C:4]([CH2:9][O:10][C:11]2[C:19]([F:20])=[CH:18][C:14]([C:15]([OH:17])=[O:16])=[C:13]([F:21])[CH:12]=2)[CH:5]=[N:6][C:7]=1Cl.[H-].[Na+].[CH:24]([OH:27])([CH3:26])[CH3:25].Cl. Product: [Cl:1][C:2]1[CH:3]=[C:4]([CH2:9][O:10][C:11]2[C:19]([F:20])=[CH:18][C:14]([C:15]([OH:17])=[O:16])=[C:13]([F:21])[CH:12]=2)[CH:5]=[N:6][C:7]=1[O:27][CH:24]([CH3:26])[CH3:25]. The catalyst class is: 1. (5) Reactant: Br[C:2]1[CH:3]=[C:4]([CH2:8][N:9]([CH3:11])[CH3:10])[CH:5]=[N:6][CH:7]=1.CC([O-])=O.[K+].[B:17]1(B2OC(C)(C)C(C)(C)O2)[O:21]C(C)(C)C(C)(C)[O:18]1.CCOC(C)=O. Product: [CH3:10][N:9]([CH2:8][C:4]1[CH:3]=[C:2]([B:17]([OH:21])[OH:18])[CH:7]=[N:6][CH:5]=1)[CH3:11]. The catalyst class is: 75.